From a dataset of Catalyst prediction with 721,799 reactions and 888 catalyst types from USPTO. Predict which catalyst facilitates the given reaction. Reactant: [CH3:1][C@@:2]12[C:17]([CH3:19])([CH3:18])[C@@H:5]([C:6]3[C:7](=[O:16])[N:8]([CH2:11][C:12]([F:15])([F:14])[F:13])[NH:9][C:10]=31)[CH2:4][CH2:3]2.[CH2:20](Br)[C:21]1[CH:26]=[CH:25][CH:24]=[CH:23][CH:22]=1.ClCCl. Product: [CH2:20]([N:9]1[C:10]2[C@@:2]3([CH3:1])[C:17]([CH3:19])([CH3:18])[C@H:5]([CH2:4][CH2:3]3)[C:6]=2[C:7](=[O:16])[N:8]1[CH2:11][C:12]([F:13])([F:14])[F:15])[C:21]1[CH:26]=[CH:25][CH:24]=[CH:23][CH:22]=1. The catalyst class is: 711.